From a dataset of Catalyst prediction with 721,799 reactions and 888 catalyst types from USPTO. Predict which catalyst facilitates the given reaction. (1) Reactant: [Cl:1][C:2]1[N:10](CC=C)[C:9]2[C:8](=[O:14])[NH:7][C:6](=[O:15])[N:5]([CH2:16][CH2:17][CH2:18][CH2:19][CH3:20])[C:4]=2[N:3]=1.[Cl:21][C:22]1[CH:23]=[C:24]([CH2:29][C:30]2[N:31]=[N:32][N:33]([CH2:35][CH2:36][CH2:37][CH2:38][CH2:39]O)[N:34]=2)[CH:25]=[CH:26][C:27]=1[Cl:28].C1(P(C2C=CC=CC=2)C2C=CC=CC=2)C=CC=CC=1.C1C=CC(COC(/N=N/C(OCC2C=CC=CC=2)=O)=O)=CC=1.N1CCOCC1. Product: [Cl:1][C:2]1[NH:10][C:9]2[C:8](=[O:14])[N:7]([CH2:39][CH2:38][CH2:37][CH2:36][CH2:35][N:33]3[N:32]=[N:31][C:30]([CH2:29][C:24]4[CH:25]=[CH:26][C:27]([Cl:28])=[C:22]([Cl:21])[CH:23]=4)=[N:34]3)[C:6](=[O:15])[N:5]([CH2:16][CH2:17][CH2:18][CH2:19][CH3:20])[C:4]=2[N:3]=1. The catalyst class is: 176. (2) Reactant: C(S(N1CC(CC#N)([N:10]2[CH:14]=[C:13]([C:15]3[C:16]4[CH:23]=[CH:22][N:21]([CH2:24][O:25][CH2:26][CH2:27][Si:28]([CH3:31])([CH3:30])[CH3:29])[C:17]=4[N:18]=[CH:19][N:20]=3)[CH:12]=[N:11]2)C1)(=O)=O)C.O.Cl.[OH-].[Na+]. Product: [NH:10]1[CH:14]=[C:13]([C:15]2[C:16]3[CH:23]=[CH:22][N:21]([CH2:24][O:25][CH2:26][CH2:27][Si:28]([CH3:31])([CH3:30])[CH3:29])[C:17]=3[N:18]=[CH:19][N:20]=2)[CH:12]=[N:11]1. The catalyst class is: 7.